Dataset: Full USPTO retrosynthesis dataset with 1.9M reactions from patents (1976-2016). Task: Predict the reactants needed to synthesize the given product. (1) Given the product [Br:1][C:2]1[CH:7]=[CH:6][C:5]([CH2:8][CH2:9][NH:10][CH2:18][CH:19]([CH3:21])[CH3:20])=[C:4]([C:11]([CH3:14])([CH3:13])[CH3:12])[CH:3]=1, predict the reactants needed to synthesize it. The reactants are: [Br:1][C:2]1[CH:7]=[CH:6][C:5]([CH2:8][CH2:9][NH2:10])=[C:4]([C:11]([CH3:14])([CH3:13])[CH3:12])[CH:3]=1.[H-].[Na+].Br[CH2:18][CH:19]([CH3:21])[CH3:20]. (2) The reactants are: [Br:1][C:2]1[CH:3]=[N:4][C:5](Cl)=[C:6]([CH:10]=1)[C:7]([OH:9])=[O:8].[C:12]1([N:18]2[C:26]3[C:21](=[CH:22][C:23]([NH2:27])=[CH:24][CH:25]=3)[CH:20]=[CH:19]2)[CH:17]=[CH:16][CH:15]=[CH:14][CH:13]=1.C(OCC)(=O)C.C1CCCCC1. Given the product [Br:1][C:2]1[CH:3]=[N:4][C:5]([NH:27][C:23]2[CH:22]=[C:21]3[C:26](=[CH:25][CH:24]=2)[N:18]([C:12]2[CH:17]=[CH:16][CH:15]=[CH:14][CH:13]=2)[CH:19]=[CH:20]3)=[C:6]([CH:10]=1)[C:7]([OH:9])=[O:8], predict the reactants needed to synthesize it.